This data is from Catalyst prediction with 721,799 reactions and 888 catalyst types from USPTO. The task is: Predict which catalyst facilitates the given reaction. Reactant: Br[C:2]1[CH:25]=[CH:24][C:23]([C:26]([F:29])([F:28])[F:27])=[CH:22][C:3]=1[C:4](/[N:6]=[C:7]1\[S:8][C:9]([C:18]([CH3:21])([CH3:20])[CH3:19])=[CH:10][N:11]\1[CH2:12][C@H:13]1[CH2:17][CH2:16][CH2:15][O:14]1)=[O:5].C(N(CC)CC)C.[CH3:37][S:38]([CH:41]=[CH2:42])(=[O:40])=[O:39].C1(C)C=CC=CC=1P(C1C=CC=CC=1C)C1C=CC=CC=1C. Product: [C:18]([C:9]1[S:8]/[C:7](=[N:6]\[C:4](=[O:5])[C:3]2[CH:22]=[C:23]([C:26]([F:29])([F:28])[F:27])[CH:24]=[CH:25][C:2]=2/[CH:42]=[CH:41]/[S:38]([CH3:37])(=[O:40])=[O:39])/[N:11]([CH2:12][C@H:13]2[CH2:17][CH2:16][CH2:15][O:14]2)[CH:10]=1)([CH3:21])([CH3:20])[CH3:19]. The catalyst class is: 524.